Dataset: Reaction yield outcomes from USPTO patents with 853,638 reactions. Task: Predict the reaction yield, written as a fraction of the theoretical maximum amount of product (1.0 means a 100% yield; for example, 0.34 means a 34% yield). (1) The reactants are Cl.[O:2]1[C:6]2[CH:7]=[CH:8][CH:9]=[C:10]([CH:11]3[CH2:16][CH2:15][N:14]([CH2:17][CH2:18][C@H:19]4[CH2:24][CH2:23][C@H:22]([NH2:25])[CH2:21][CH2:20]4)[CH2:13][CH2:12]3)[C:5]=2[O:4][CH2:3]1.C(N(CC)C(C)C)(C)C.[C:35](O)(=[O:37])[CH3:36].CN(C(ON1N=NC2C=CC=CC1=2)=[N+](C)C)C.[B-](F)(F)(F)F. The catalyst is CN(C=O)C. The product is [O:2]1[C:6]2[CH:7]=[CH:8][CH:9]=[C:10]([CH:11]3[CH2:16][CH2:15][N:14]([CH2:17][CH2:18][C@H:19]4[CH2:20][CH2:21][C@H:22]([NH:25][C:35](=[O:37])[CH3:36])[CH2:23][CH2:24]4)[CH2:13][CH2:12]3)[C:5]=2[O:4][CH2:3]1. The yield is 0.610. (2) The reactants are [Cl:1][C:2]1[CH:8]=[C:7]([CH3:9])[CH:6]=[C:5]([CH3:10])[C:3]=1[NH2:4].C([Li])CCC.[Br:16][CH2:17][CH2:18][CH2:19]Br. The catalyst is O1CCOCC1. The product is [Br:16][CH2:17][CH2:18][CH2:19][NH:4][C:3]1[C:5]([CH3:10])=[CH:6][C:7]([CH3:9])=[CH:8][C:2]=1[Cl:1]. The yield is 0.670. (3) The reactants are [F:1][C:2]([F:14])([F:13])[C:3]1[CH:12]=[CH:11][C:6]2[N:7]=[C:8]([NH2:10])[S:9][C:5]=2[CH:4]=1.[C:15]1([CH3:24])[CH:20]=[CH:19][C:18]([C:21](Cl)=[O:22])=[CH:17][CH:16]=1.C[O:26][C:27]1[CH:36]=CC2N=C(N)SC=2C=1.ClC1C=C(C=CC=1)C(Cl)=[O:42]. No catalyst specified. The product is [CH3:24][C:15]1[CH:20]=[CH:19][C:18]([C:21]([N:10]=[C:8]2[N:7]([CH2:36][C:27]([OH:26])=[O:42])[C:6]3[CH:11]=[CH:12][C:3]([C:2]([F:1])([F:13])[F:14])=[CH:4][C:5]=3[S:9]2)=[O:22])=[CH:17][CH:16]=1. The yield is 0.290.